Dataset: Forward reaction prediction with 1.9M reactions from USPTO patents (1976-2016). Task: Predict the product of the given reaction. (1) Given the reactants [C:1]([CH2:4][CH2:5][C:6]1[C:7]([CH3:13])=[C:8]([CH:11]=O)[NH:9][CH:10]=1)([OH:3])=[O:2].[NH2:14][S:15]([C:18]1[CH:19]=[C:20]2[C:24](=[CH:25][CH:26]=1)[NH:23][C:22](=[O:27])[CH2:21]2)(=[O:17])=[O:16].N1CCCCC1, predict the reaction product. The product is: [CH3:13][C:7]1[C:6]([CH2:5][CH2:4][C:1]([OH:3])=[O:2])=[CH:10][NH:9][C:8]=1[CH:11]=[C:21]1[C:20]2[C:24](=[CH:25][CH:26]=[C:18]([S:15](=[O:17])(=[O:16])[NH2:14])[CH:19]=2)[NH:23][C:22]1=[O:27]. (2) The product is: [CH3:1][C:2]1[C:6]([CH2:7][O:8][C:9]2[CH:14]=[CH:13][C:12]([S:15]([N:18]([C:23]3[CH:33]=[CH:32][C:26]([CH2:27][OH:28])=[CH:25][C:24]=3[CH3:34])[CH2:19][CH:20]([CH3:22])[CH3:21])(=[O:17])=[O:16])=[CH:11][CH:10]=2)=[C:5]([CH3:35])[O:4][N:3]=1. Given the reactants [CH3:1][C:2]1[C:6]([CH2:7][O:8][C:9]2[CH:14]=[CH:13][C:12]([S:15]([N:18]([C:23]3[CH:33]=[CH:32][C:26]([C:27](OCC)=[O:28])=[CH:25][C:24]=3[CH3:34])[CH2:19][CH:20]([CH3:22])[CH3:21])(=[O:17])=[O:16])=[CH:11][CH:10]=2)=[C:5]([CH3:35])[O:4][N:3]=1.[H-].[H-].[H-].[H-].[Li+].[Al+3].C(OCC)C, predict the reaction product. (3) The product is: [OH:53][CH2:52][CH2:54][NH:55][C:26](=[O:28])[CH2:25][CH2:24][N:4]1[C:5]2[C:10](=[CH:9][CH:8]=[C:7]([NH:12][CH2:13][C:14]3[CH:19]=[CH:18][CH:17]=[C:16]([C:20]([F:23])([F:22])[F:21])[CH:15]=3)[CH:6]=2)[N:11]=[C:2]([CH3:1])[C:3]1=[O:29]. Given the reactants [CH3:1][C:2]1[C:3](=[O:29])[N:4]([CH2:24][CH2:25][C:26]([OH:28])=O)[C:5]2[C:10]([N:11]=1)=[CH:9][CH:8]=[C:7]([NH:12][CH2:13][C:14]1[CH:19]=[CH:18][CH:17]=[C:16]([C:20]([F:23])([F:22])[F:21])[CH:15]=1)[CH:6]=2.C1C=CC2N(O)N=NC=2C=1.CCN=C=NCCCN(C)C.Cl.[CH2:52]([CH2:54][NH2:55])[OH:53], predict the reaction product. (4) Given the reactants [Si]([O:8][CH:9]([CH2:20][O:21][C:22]1[CH:27]=[C:26]([O:28][CH3:29])[CH:25]=[C:24]([C:30]2[N:35]=[C:34]3[N:36]([CH:39]([CH3:41])[CH3:40])[N:37]=[CH:38][C:33]3=[C:32]([N:42](C)[C:43]3[CH:44]=[N:45][CH:46]=[N:47][CH:48]=3)[CH:31]=2)[CH:23]=1)[CH2:10][N:11](C)[C:12](=O)OC(C)(C)C)(C(C)(C)C)(C)C.Cl, predict the reaction product. The product is: [CH:39]([N:36]1[C:34]2=[N:35][C:30]([C:24]3[CH:23]=[C:22]([CH:27]=[C:26]([O:28][CH3:29])[CH:25]=3)[O:21][CH2:20][CH:9]([OH:8])[CH2:10][NH:11][CH3:12])=[CH:31][C:32]([NH:42][C:43]3[CH:48]=[N:47][CH:46]=[N:45][CH:44]=3)=[C:33]2[CH:38]=[N:37]1)([CH3:41])[CH3:40]. (5) Given the reactants FC(F)(F)C(O)=O.[CH3:8][CH:9]([O:13][C:14]1[N:22]=[C:21]2[C:17]([N:18]=[C:19]([O:23][CH3:24])[NH:20]2)=[C:16]([NH2:25])[N:15]=1)[CH2:10][O:11][CH3:12].C(=O)([O-])[O-].[K+].[K+].CS(O[CH2:37][CH:38]1[CH2:43][CH2:42][O:41][CH2:40][CH2:39]1)(=O)=O, predict the reaction product. The product is: [CH3:8][CH:9]([O:13][C:14]1[N:22]=[C:21]2[C:17]([N:18]=[C:19]([O:23][CH3:24])[N:20]2[CH2:37][CH:38]2[CH2:43][CH2:42][O:41][CH2:40][CH2:39]2)=[C:16]([NH2:25])[N:15]=1)[CH2:10][O:11][CH3:12]. (6) The product is: [I:37][C:16]1[N:15]=[C:14]([CH3:21])[C:13]([OH:12])=[CH:18][CH:17]=1. Given the reactants ClC1C=C(NC2[C:18]3[C:13](=[C:14]([CH3:21])[N:15]=[C:16](OC)[CH:17]=3)[O:12]C=2N)C=CC=1F.C([O-])([O-])=O.[K+].[K+].CC1C(O)=CC=CN=1.[I:37]I, predict the reaction product. (7) Given the reactants [N+:1]([C:4]1[CH:5]=[C:6]([CH:9]=[CH:10][CH:11]=1)[CH2:7]Br)([O-:3])=[O:2].[CH3:12][C:13]1[N:14](C(=O)C)[CH:15]=[C:16]([CH3:18])[N:17]=1, predict the reaction product. The product is: [CH3:12][C:13]1[N:17]([CH2:7][C:6]2[CH:9]=[CH:10][CH:11]=[C:4]([N+:1]([O-:3])=[O:2])[CH:5]=2)[C:16]([CH3:18])=[CH:15][N:14]=1. (8) Given the reactants [CH:1]1([C:4]2[N:8]=[C:7]([C:9]3[C:10]4[CH2:29][CH2:28][CH2:27][CH2:26][CH2:25][C:11]=4[S:12][C:13]=3[NH:14][C:15]([C:17]3[CH2:21][CH2:20][CH2:19][C:18]=3[C:22]([OH:24])=[O:23])=[O:16])[O:6][N:5]=2)[CH2:3][CH2:2]1.[C:30]12C(=O)OC(=O)C=1CCCC2, predict the reaction product. The product is: [CH:1]1([C:4]2[N:8]=[C:7]([C:9]3[C:10]4[CH2:29][CH2:28][CH2:27][CH2:26][CH2:25][C:11]=4[S:12][C:13]=3[NH:14][C:15]([C:17]3[CH2:21][CH2:20][CH2:30][CH2:19][C:18]=3[C:22]([OH:24])=[O:23])=[O:16])[O:6][N:5]=2)[CH2:3][CH2:2]1. (9) Given the reactants CN(C)/[CH:3]=[CH:4]/[C:5]1[C:10]([N+:11]([O-])=O)=[CH:9][N:8]=[C:7]([C:14]([O:16][CH3:17])=[O:15])[CH:6]=1, predict the reaction product. The product is: [NH:11]1[C:10]2=[CH:9][N:8]=[C:7]([C:14]([O:16][CH3:17])=[O:15])[CH:6]=[C:5]2[CH:4]=[CH:3]1. (10) Given the reactants [NH2:1][C:2]1[C:7]([O:8][C@H:9]2[CH2:13][N:12]([C:14]([O:16][C:17]([CH3:20])([CH3:19])[CH3:18])=[O:15])[CH2:11][C:10]2([F:22])[F:21])=[CH:6][CH:5]=[CH:4][N:3]=1.C1C(=O)N([Br:30])C(=O)C1, predict the reaction product. The product is: [NH2:1][C:2]1[C:7]([O:8][C@H:9]2[CH2:13][N:12]([C:14]([O:16][C:17]([CH3:18])([CH3:19])[CH3:20])=[O:15])[CH2:11][C:10]2([F:22])[F:21])=[CH:6][C:5]([Br:30])=[CH:4][N:3]=1.